Predict the reaction yield, written as a fraction of the theoretical maximum amount of product (1.0 means a 100% yield; for example, 0.34 means a 34% yield). From a dataset of Reaction yield outcomes from USPTO patents with 853,638 reactions. (1) The reactants are [N:1]1[CH:6]=[CH:5][CH:4]=[C:3]([NH:7][C:8](=[O:15])OCC(Cl)(Cl)Cl)[N:2]=1.Cl.Cl.[F:18][C:19]1[CH:20]=[C:21]([C:25]2[CH:30]=[CH:29][N:28]=[C:27]([N:31]3[CH2:36][CH2:35][NH:34][CH2:33][CH2:32]3)[N:26]=2)[CH:22]=[CH:23][CH:24]=1. The catalyst is O1CCCC1.CCCCCC. The product is [F:18][C:19]1[CH:20]=[C:21]([C:25]2[CH:30]=[CH:29][N:28]=[C:27]([N:31]3[CH2:36][CH2:35][N:34]([C:8]([NH:7][C:3]4[N:2]=[N:1][CH:6]=[CH:5][CH:4]=4)=[O:15])[CH2:33][CH2:32]3)[N:26]=2)[CH:22]=[CH:23][CH:24]=1. The yield is 0.800. (2) The reactants are [CH3:1][N:2]([CH3:11])[S:3]([N:6]1[CH:10]=[CH:9][CH:8]=[N:7]1)(=[O:5])=[O:4].[CH2:12]([Li])[CH2:13]CC.ICC.O. The catalyst is O1CCCC1. The product is [CH3:1][N:2]([CH3:11])[S:3]([N:6]1[CH:10]=[CH:9][C:8]([CH2:12][CH3:13])=[N:7]1)(=[O:4])=[O:5]. The yield is 0.830. (3) The reactants are C1(S(O[C:11]2[CH:16]=[C:15]([CH3:17])[CH:14]=[C:13]([CH3:18])[CH:12]=2)(=O)=O)C=CC=CC=1.[NH2:19][C:20]1[CH:28]=[CH:27][C:23]([C:24]([NH2:26])=[O:25])=[CH:22][CH:21]=1. The catalyst is C(OCC)(=O)C. The product is [CH3:17][C:15]1[CH:16]=[C:11]([NH:19][C:20]2[CH:28]=[CH:27][C:23]([C:24]([NH2:26])=[O:25])=[CH:22][CH:21]=2)[CH:12]=[C:13]([CH3:18])[CH:14]=1. The yield is 0.960. (4) The reactants are [Cl:1][C:2]1[O:6][C:5]([C:7]([O:9][CH3:10])=[O:8])=[CH:4][C:3]=1[C:11]1[N:15]([CH2:16][CH3:17])[N:14]=[CH:13][CH:12]=1.C1C(=O)N([Cl:25])C(=O)C1. The yield is 0.780. The product is [Cl:1][C:2]1[O:6][C:5]([C:7]([O:9][CH3:10])=[O:8])=[CH:4][C:3]=1[C:11]1[N:15]([CH2:16][CH3:17])[N:14]=[CH:13][C:12]=1[Cl:25]. The catalyst is C1COCC1. (5) The reactants are C1CO[C:8]2[CH:7]=[CH:6][C:5]([NH:11][C:12]3[C:17]([F:18])=[CH:16][N:15]=[C:14]([NH:19][C:20]4[CH:25]=[CH:24][CH:23]=[C:22](O)C=4)[N:13]=3)=[CH:4][C:3]=2[O:2]1.ClC1N=C(NC2C=CC=[C:37]([OH:41])[CH:36]=2)C(F)=CN=1.CC1OC(C)=CC=1CN. No catalyst specified. The product is [CH3:36][C:37]1[O:41][C:23]([CH3:22])=[CH:24][C:25]=1[CH2:20][NH:19][C:14]1[N:13]=[C:12]([NH:11][C:5]2[CH:6]=[CH:7][CH:8]=[C:3]([OH:2])[CH:4]=2)[C:17]([F:18])=[CH:16][N:15]=1. The yield is 0.590. (6) The reactants are [C:1]1([CH2:7][C:8]([C:10]2[CH:15]=[CH:14][CH:13]=[CH:12][N:11]=2)=O)[CH:6]=[CH:5][CH:4]=[CH:3][CH:2]=1.[CH2:16]([O:18][C:19]1[CH:20]=[C:21]([CH:24]=[C:25]([N+:28]([O-:30])=[O:29])[C:26]=1[OH:27])[CH:22]=O)[CH3:17].[NH2:31][C:32]([NH2:34])=[O:33].Cl. The catalyst is C(O)C. The product is [CH2:16]([O:18][C:19]1[CH:20]=[C:21]([CH:22]2[C:7]([C:1]3[CH:6]=[CH:5][CH:4]=[CH:3][CH:2]=3)=[C:8]([C:10]3[CH:15]=[CH:14][CH:13]=[CH:12][N:11]=3)[NH:34][C:32](=[O:33])[NH:31]2)[CH:24]=[C:25]([N+:28]([O-:30])=[O:29])[C:26]=1[OH:27])[CH3:17]. The yield is 0.302.